Dataset: Forward reaction prediction with 1.9M reactions from USPTO patents (1976-2016). Task: Predict the product of the given reaction. (1) Given the reactants [OH-:1].[Na+].Cl.[NH2:4]O.[CH2:6]([C:8]1([CH2:13][C:14]#[N:15])[O:12][CH2:11][CH2:10][O:9]1)[CH3:7], predict the reaction product. The product is: [CH2:6]([C:8]1([CH2:13][C:14]([NH:4][OH:1])=[NH:15])[O:12][CH2:11][CH2:10][O:9]1)[CH3:7]. (2) The product is: [CH3:39][C:36]1[CH:37]=[C:38]2[C:33](=[CH:34][CH:35]=1)[N:32]=[CH:31][N:30]=[C:29]2[N:25]1[CH2:24][C:23]2[CH:40]=[C:19]([C:17]3[CH:18]=[C:13]4[N:12]=[C:11]([NH2:10])[NH:41][C:14]4=[N:15][CH:16]=3)[CH:20]=[CH:21][C:22]=2[O:28][CH2:27][CH2:26]1. Given the reactants C1(COC(=O)[NH:10][C:11]2[NH:41][C:14]3=[N:15][CH:16]=[C:17]([C:19]4[CH:20]=[CH:21][C:22]5[O:28][CH2:27][CH2:26][N:25]([C:29]6[C:38]7[C:33](=[CH:34][CH:35]=[C:36]([CH3:39])[CH:37]=7)[N:32]=[CH:31][N:30]=6)[CH2:24][C:23]=5[CH:40]=4)[CH:18]=[C:13]3[N:12]=2)C=CC=CC=1.[H][H], predict the reaction product. (3) Given the reactants [Cl:1][C:2]1[CH:7]=[CH:6][C:5]([N:8]=[C:9]=[O:10])=[CH:4][CH:3]=1.[NH2:11][C:12]1[CH:17]=[CH:16][C:15]([C:18]2[O:22][C:21]([C:23]([NH:25][CH:26]([CH:31]([CH3:33])[CH3:32])[C:27]([O:29][CH3:30])=[O:28])=[O:24])=[N:20][CH:19]=2)=[CH:14][CH:13]=1, predict the reaction product. The product is: [Cl:1][C:2]1[CH:7]=[CH:6][C:5]([NH:8][C:9](=[O:10])[NH:11][C:12]2[CH:17]=[CH:16][C:15]([C:18]3[O:22][C:21]([C:23]([NH:25][C@@H:26]([CH:31]([CH3:33])[CH3:32])[C:27]([O:29][CH3:30])=[O:28])=[O:24])=[N:20][CH:19]=3)=[CH:14][CH:13]=2)=[CH:4][CH:3]=1. (4) Given the reactants Cl[CH2:2][C:3]([NH:5][NH:6][C:7]([C:9]1[CH:14]=[CH:13][CH:12]=[CH:11][CH:10]=1)=[O:8])=[O:4].C(=O)(O)[O-].[Na+].ClCCl.C(OCC)(=O)C.O, predict the reaction product. The product is: [C:9]1([C:7]2[O:8][CH2:2][C:3](=[O:4])[NH:5][N:6]=2)[CH:14]=[CH:13][CH:12]=[CH:11][CH:10]=1. (5) Given the reactants [NH2:1][C:2]1[N:10]=[C:9]([O:11][CH2:12][CH2:13][O:14][CH3:15])[N:8]=[C:7]2[C:3]=1[N:4]=[CH:5][N:6]2[CH2:16][C:17]([C:19]1[CH:24]=[CH:23][CH:22]=[CH:21][CH:20]=1)=[O:18].[BH4-].[Na+], predict the reaction product. The product is: [NH2:1][C:2]1[N:10]=[C:9]([O:11][CH2:12][CH2:13][O:14][CH3:15])[N:8]=[C:7]2[C:3]=1[N:4]=[CH:5][N:6]2[CH2:16][CH:17]([C:19]1[CH:24]=[CH:23][CH:22]=[CH:21][CH:20]=1)[OH:18]. (6) Given the reactants N(C(OCC)=O)=NC(OCC)=O.[Cl:13][C:14]1[CH:33]=[CH:32][C:17]([NH:18][C:19]2[C:28]3[C:23](=[CH:24][C:25]([OH:31])=[C:26]([O:29][CH3:30])[CH:27]=3)[N:22]=[CH:21][N:20]=2)=[C:16]([F:34])[CH:15]=1.[CH3:35][C:36]1[N:40]([CH2:41][CH2:42]O)[C:39]([CH3:44])=[N:38][N:37]=1.C1(P(C2C=CC=CC=2)C2C=CC=CC=2)C=CC=CC=1, predict the reaction product. The product is: [ClH:13].[Cl:13][C:14]1[CH:33]=[CH:32][C:17]([NH:18][C:19]2[C:28]3[C:23](=[CH:24][C:25]([O:31][CH2:42][CH2:41][N:40]4[C:39]([CH3:44])=[N:38][N:37]=[C:36]4[CH3:35])=[C:26]([O:29][CH3:30])[CH:27]=3)[N:22]=[CH:21][N:20]=2)=[C:16]([F:34])[CH:15]=1. (7) Given the reactants [NH2:1]OS(O)(=O)=O.[CH2:7]([S:9][CH2:10][CH3:11])[CH3:8].[OH-].[Na+].[Cl:14][C:15]1[CH:16]=[C:17]([CH3:27])[C:18]2[NH:23]C(=O)[O:21][C:20](=O)[C:19]=2[CH:26]=1, predict the reaction product. The product is: [NH2:23][C:18]1[C:17]([CH3:27])=[CH:16][C:15]([Cl:14])=[CH:26][C:19]=1[C:20]([N:1]=[S:9]([CH2:10][CH3:11])[CH2:7][CH3:8])=[O:21]. (8) Given the reactants [CH3:1][O:2][C:3]1[CH:4]=[C:5]([C:11]([CH3:18])([CH3:17])[C:12](OCC)=[O:13])[CH:6]=[CH:7][C:8]=1[O:9][CH3:10].O.[NH2:20][NH2:21], predict the reaction product. The product is: [CH3:1][O:2][C:3]1[CH:4]=[C:5]([C:11]([CH3:18])([CH3:17])[C:12]([NH:20][NH2:21])=[O:13])[CH:6]=[CH:7][C:8]=1[O:9][CH3:10].